From a dataset of Catalyst prediction with 721,799 reactions and 888 catalyst types from USPTO. Predict which catalyst facilitates the given reaction. (1) Reactant: [Cl-].[Cl-].[Cl-].[Al+3].[CH3:5][O:6][C:7]([C:9]1([C:12]2[CH:17]=[CH:16][CH:15]=[CH:14][CH:13]=2)[CH2:11][CH2:10]1)=[O:8].[Cl:18][CH2:19][C:20](Cl)=[O:21].C(=S)=S. Product: [CH3:5][O:6][C:7]([C:9]1([C:12]2[CH:17]=[CH:16][C:15]([C:20](=[O:21])[CH2:19][Cl:18])=[CH:14][CH:13]=2)[CH2:11][CH2:10]1)=[O:8]. The catalyst class is: 33. (2) Reactant: [Cl:1][C:2]1[CH:25]=[CH:24][C:5]([CH2:6][NH:7][C:8]([C:10]2[C:11]([OH:23])=[C:12]3[CH:18]=[C:17]([C:19]#[C:20][CH2:21][OH:22])[S:16][C:13]3=[N:14][CH:15]=2)=[O:9])=[CH:4][CH:3]=1.C([O-])([O-])=O.[K+].[K+].Br.Br[CH2:34][CH2:35][N:36]([CH2:39][CH3:40])[CH2:37][CH3:38].Br.BrCCNCC. Product: [ClH:1].[Cl:1][C:2]1[CH:3]=[CH:4][C:5]([CH2:6][NH:7][C:8]([C:10]2[C:11](=[O:23])[C:12]3[CH:18]=[C:17]([C:19]#[C:20][CH2:21][OH:22])[S:16][C:13]=3[N:14]([CH2:34][CH2:35][N:36]([CH2:39][CH3:40])[CH2:37][CH3:38])[CH:15]=2)=[O:9])=[CH:24][CH:25]=1. The catalyst class is: 18. (3) Reactant: [CH3:1][C@@H:2]([C@@H:8]1[C@@:12]2([CH3:29])[C@@H:13]([OH:28])[CH2:14][C@@H:15]3[C@@:20]4([CH3:26])[CH2:21][CH2:22][C@@H:23]([OH:25])[CH2:24][C@H:19]4[CH2:18][C@@H:17]([OH:27])[C@H:16]3[C@@H:11]2[CH2:10][CH2:9]1)[CH2:3][CH2:4]C(O)=O.[CH3:30][S:31](Cl)(=[O:33])=[O:32].[C:35]([O:38]CC)(=[O:37])[CH3:36].O. Product: [CH3:30][S:31]([O:25][C@@H:23]1[CH2:22][CH2:21][C@@:20]2([CH3:26])[C@H:19]([CH2:18][C@@H:17]([OH:27])[C@@H:16]3[C@@H:15]2[CH2:14][C@H:13]([OH:28])[C@@:12]2([CH3:29])[C@H:11]3[CH2:10][CH2:9][C@@H:8]2[C@H:2]([CH3:1])[CH2:3][CH2:4][CH2:36][C:35]([OH:38])=[O:37])[CH2:24]1)(=[O:33])=[O:32]. The catalyst class is: 17. (4) Reactant: [CH2:1]([O:8][C:9]1[CH:14]=[CH:13][C:12]([NH:15][C:16]2[C:21]([NH2:22])=[CH:20][CH:19]=[CH:18][N:17]=2)=[CH:11][CH:10]=1)[C:2]1[CH:7]=[CH:6][CH:5]=[CH:4][CH:3]=1.[N:23]#[C:24]Br.C1COCC1.C(=O)([O-])O.[Na+]. Product: [CH2:1]([O:8][C:9]1[CH:14]=[CH:13][C:12]([N:15]2[C:16]3=[N:17][CH:18]=[CH:19][CH:20]=[C:21]3[N:22]=[C:24]2[NH2:23])=[CH:11][CH:10]=1)[C:2]1[CH:3]=[CH:4][CH:5]=[CH:6][CH:7]=1. The catalyst class is: 6. (5) Reactant: [F:1][C:2]([F:26])([F:25])[CH2:3][N:4]1[C:8]([C:9]2[CH:10]=[C:11]3[N:17]([N:18]=2)[C:16]2[CH:19]=[C:20]([CH2:23][OH:24])[CH:21]=[CH:22][C:15]=2[O:14][CH2:13][CH2:12]3)=[N:7][CH:6]=[N:5]1.CC(OI1(OC(C)=O)(OC(C)=O)OC(=O)C2C=CC=CC1=2)=O. The catalyst class is: 2. Product: [F:25][C:2]([F:1])([F:26])[CH2:3][N:4]1[C:8]([C:9]2[CH:10]=[C:11]3[N:17]([N:18]=2)[C:16]2[CH:19]=[C:20]([CH:23]=[O:24])[CH:21]=[CH:22][C:15]=2[O:14][CH2:13][CH2:12]3)=[N:7][CH:6]=[N:5]1. (6) Reactant: [CH3:1][O:2][C:3]1[CH:4]=[C:5]2[C:10](=[CH:11][C:12]=1[O:13][CH3:14])[C:9]([CH2:15][CH2:16][CH3:17])=[N:8][C:7]([OH:18])=[CH:6]2.[OH-].[K+].Cl[CH2:22][C:23]1[CH:35]=[CH:34][C:26]2[O:27][C:28]3[CH:33]=[CH:32][CH:31]=[CH:30][C:29]=3[C:25]=2[CH:24]=1. Product: [CH:24]1[C:25]2[C:29]3[CH:30]=[CH:31][CH:32]=[CH:33][C:28]=3[O:27][C:26]=2[CH:34]=[CH:35][C:23]=1[CH2:22][C:6]1[C:5]2[C:10](=[CH:11][C:12]([O:13][CH3:14])=[C:3]([O:2][CH3:1])[CH:4]=2)[C:9]([CH2:15][CH2:16][CH3:17])=[N:8][C:7]=1[OH:18]. The catalyst class is: 308. (7) Reactant: C([O:3][C:4](=O)[CH:5]=[C:6]([O:18][C:19]1[CH:24]=[CH:23][CH:22]=[CH:21][C:20]=1[Cl:25])[CH2:7][NH:8][C@H:9]([C:14]([O:16][CH3:17])=[O:15])[CH2:10][CH2:11][O:12][CH3:13])C. Product: [CH3:17][O:16][C:14](=[O:15])[C@@H:9]([N:8]1[CH2:7][C:6]([O:18][C:19]2[CH:24]=[CH:23][CH:22]=[CH:21][C:20]=2[Cl:25])=[CH:5][C:4]1=[O:3])[CH2:10][CH2:11][O:12][CH3:13]. The catalyst class is: 10.